From a dataset of Reaction yield outcomes from USPTO patents with 853,638 reactions. Predict the reaction yield, written as a fraction of the theoretical maximum amount of product (1.0 means a 100% yield; for example, 0.34 means a 34% yield). (1) The catalyst is CC#N. The yield is 0.110. The product is [OH:16][C@@H:12]1[CH2:13][C:14](=[O:15])[C@H:10]([S:9][CH2:8][CH2:7][CH2:6][S:5][CH2:4][C:3]([OH:26])=[O:2])[C@H:11]1/[CH:17]=[CH:18]/[C@@H:19]([OH:25])[CH2:20][CH2:21][CH2:22][CH2:23][CH3:24]. The reactants are C[O:2][C:3](=[O:26])[CH2:4][S:5][CH2:6][CH2:7][CH2:8][S:9][C@H:10]1[C:14](=[O:15])[CH2:13][C@@H:12]([OH:16])[C@@H:11]1/[CH:17]=[CH:18]/[C@@H:19]([OH:25])[CH2:20][CH2:21][CH2:22][CH2:23][CH3:24].P([O-])([O-])([O-])=O. (2) The reactants are [C:1]([N:4]1[C:13]2[C:8](=[CH:9][C:10]([C:14]3[N:15]=[N:16][N:17]([CH2:19][CH2:20][O:21][Si](C(C)(C)C)(C)C)[CH:18]=3)=[CH:11][CH:12]=2)[C@H:7]([NH:29][C:30]2[CH:35]=[CH:34][C:33]([CH3:36])=[CH:32][N:31]=2)[CH2:6][C@@H:5]1[CH3:37])(=[O:3])[CH3:2].CCCC[N+](CCCC)(CCCC)CCCC.[F-]. The catalyst is O1CCCC1. The product is [C:1]([N:4]1[C:13]2[C:8](=[CH:9][C:10]([C:14]3[N:15]=[N:16][N:17]([CH2:19][CH2:20][OH:21])[CH:18]=3)=[CH:11][CH:12]=2)[C@H:7]([NH:29][C:30]2[CH:35]=[CH:34][C:33]([CH3:36])=[CH:32][N:31]=2)[CH2:6][C@@H:5]1[CH3:37])(=[O:3])[CH3:2]. The yield is 0.690. (3) The reactants are [CH2:1]([O:8][C:9](=[O:54])[NH:10][C:11]1[C:12]([C:22]([NH:24][C:25]2[CH:26]=[N:27][CH:28]=[CH:29][C:30]=2[N:31]2[CH2:36][C@H:35]([CH3:37])[C@@H:34]([O:38][Si:39]([C:42]([CH3:45])([CH3:44])[CH3:43])([CH3:41])[CH3:40])[C@H:33]([NH:46][C:47]([O:49][C:50]([CH3:53])([CH3:52])[CH3:51])=[O:48])[CH2:32]2)=[O:23])=[N:13][C:14]2[C:19]([CH:20]=1)=[CH:18][CH:17]=[C:16](Br)[CH:15]=2)[C:2]1[CH:7]=[CH:6][CH:5]=[CH:4][CH:3]=1.[O-]P([O-])([O-])=O.[K+].[K+].[K+].O1CCOCC1.CC1(C)C(C)(C)OB([C:77]2[CH2:78][CH2:79][O:80][CH2:81][CH:82]=2)O1. The catalyst is C1(P(C2CCCCC2)C2C=CC=CC=2C2C(C(C)C)=CC(C(C)C)=CC=2C(C)C)CCCCC1.NC1C=CC=CC=1C1C=CC=CC=1[Pd]Cl.O. The product is [CH2:1]([O:8][C:9](=[O:54])[NH:10][C:11]1[C:12]([C:22]([NH:24][C:25]2[CH:26]=[N:27][CH:28]=[CH:29][C:30]=2[N:31]2[CH2:36][C@H:35]([CH3:37])[C@@H:34]([O:38][Si:39]([C:42]([CH3:45])([CH3:44])[CH3:43])([CH3:41])[CH3:40])[C@H:33]([NH:46][C:47]([O:49][C:50]([CH3:53])([CH3:52])[CH3:51])=[O:48])[CH2:32]2)=[O:23])=[N:13][C:14]2[C:19]([CH:20]=1)=[CH:18][CH:17]=[C:16]([C:77]1[CH2:82][CH2:81][O:80][CH2:79][CH:78]=1)[CH:15]=2)[C:2]1[CH:7]=[CH:6][CH:5]=[CH:4][CH:3]=1. The yield is 0.650. (4) The reactants are C[O:2][C:3](=[O:34])[C:4]1[CH:9]=[C:8]([Cl:10])[C:7]([O:11][C:12]2[CH:17]=[CH:16][N:15]=[CH:14][C:13]=2[C:18]([N:20]2[C:29]3[C:24](=[CH:25][CH:26]=[CH:27][CH:28]=3)[N:23]([CH:30]3[CH2:32][CH2:31]3)[CH2:22][CH2:21]2)=[O:19])=[CH:6][C:5]=1[Cl:33].O.[OH-].[Li+]. The catalyst is O1CCOCC1.O. The product is [Cl:33][C:5]1[CH:6]=[C:7]([O:11][C:12]2[CH:17]=[CH:16][N:15]=[CH:14][C:13]=2[C:18]([N:20]2[C:29]3[C:24](=[CH:25][CH:26]=[CH:27][CH:28]=3)[N:23]([CH:30]3[CH2:31][CH2:32]3)[CH2:22][CH2:21]2)=[O:19])[C:8]([Cl:10])=[CH:9][C:4]=1[C:3]([OH:34])=[O:2]. The yield is 0.970. (5) The reactants are [NH2:1][C:2]1[CH:7]=[C:6]([C:8]([O:10][CH3:11])=[O:9])[C:5]([S:12]([CH3:15])(=[O:14])=[O:13])=[CH:4][C:3]=1[N:16]1[CH2:21][CH2:20][N:19]([C:22]([O:24][C:25]([CH3:28])([CH3:27])[CH3:26])=[O:23])[C@H:18]([CH:29]([CH3:31])[CH3:30])[C:17]1=O.CCN(CC)CC.[Si](Cl)(Cl)(Cl)Cl.C([O-])(O)=O.[Na+]. The catalyst is ClCCl. The product is [CH:29]([C@H:18]1[N:19]([C:22]([O:24][C:25]([CH3:28])([CH3:26])[CH3:27])=[O:23])[CH2:20][CH2:21][N:16]2[C:3]3[CH:4]=[C:5]([S:12]([CH3:15])(=[O:13])=[O:14])[C:6]([C:8]([O:10][CH3:11])=[O:9])=[CH:7][C:2]=3[N:1]=[C:17]12)([CH3:30])[CH3:31]. The yield is 0.550. (6) The reactants are [I:1][C:2]1[CH:3]=[C:4]2[CH:10]=[CH:9][NH:8][C:5]2=[N:6][CH:7]=1.[Cl-].[Al+3].[Cl-].[Cl-].[F:15][C:16]1[C:24]([N+:25]([O-:27])=[O:26])=[CH:23][CH:22]=[C:21]([F:28])[C:17]=1[C:18](Cl)=[O:19]. The catalyst is [N+](C)([O-])=O.O. The product is [F:15][C:16]1[C:24]([N+:25]([O-:27])=[O:26])=[CH:23][CH:22]=[C:21]([F:28])[C:17]=1[C:18]([C:10]1[C:4]2[C:5](=[N:6][CH:7]=[C:2]([I:1])[CH:3]=2)[NH:8][CH:9]=1)=[O:19]. The yield is 0.728. (7) The reactants are [O:1]=[C:2]1[C:7]([CH2:8][C:9]2[CH:14]=[CH:13][C:12]([C:15]3[C:16]([C:21]#[N:22])=[CH:17][CH:18]=[CH:19][CH:20]=3)=[CH:11][CH:10]=2)=[C:6]([CH2:23][CH2:24][CH3:25])[N:5]2[N:26]=[CH:27][CH:28]=[C:4]2[N:3]1[CH:29]1[CH2:34][CH2:33][O:32][CH2:31][CH2:30]1.C([Sn](=O)CCCC)CCC.[N:45]([Si](C)(C)C)=[N+:46]=[N-:47].C1(C)C=CC=CC=1. The catalyst is C(OCC)(=O)C. The product is [CH2:23]([C:6]1[N:5]2[N:26]=[CH:27][CH:28]=[C:4]2[N:3]([CH:29]2[CH2:30][CH2:31][O:32][CH2:33][CH2:34]2)[C:2](=[O:1])[C:7]=1[CH2:8][C:9]1[CH:14]=[CH:13][C:12]([C:15]2[CH:20]=[CH:19][CH:18]=[CH:17][C:16]=2[C:21]2[NH:47][N:46]=[N:45][N:22]=2)=[CH:11][CH:10]=1)[CH2:24][CH3:25]. The yield is 0.460. (8) The reactants are [NH2:1][C:2]([CH3:26])([CH3:25])[C@H:3]([NH:8][C:9](=[O:24])[C:10]1[CH:15]=[CH:14][C:13]([C:16]#[C:17][C:18]#[C:19][CH:20]([OH:23])[CH2:21][OH:22])=[CH:12][CH:11]=1)[C:4]([NH:6][OH:7])=[O:5].C=O.[CH2:29](N)C.C([BH3-])#N.[Na+]. The catalyst is C1COCC1.CO.CC(O)=O. The product is [OH:23][CH:20]([CH2:21][OH:22])[C:19]#[C:18][C:17]#[C:16][C:13]1[CH:14]=[CH:15][C:10]([C:9]([NH:8][C@@H:3]([C:2]([CH3:26])([NH:1][CH3:29])[CH3:25])[C:4]([NH:6][OH:7])=[O:5])=[O:24])=[CH:11][CH:12]=1. The yield is 0.246. (9) The reactants are [NH2:1][C@:2]([CH3:13])([CH2:5][CH2:6][C:7]1[N:8]([CH3:12])[CH:9]=[CH:10][CH:11]=1)[CH2:3][OH:4].[C:14](OC(OC(C)(C)C)=O)(OC(C)(C)C)=[O:15].C(N(CC)CC)C. The catalyst is C(Cl)Cl.CN(C)C1C=CN=CC=1. The product is [CH3:13][C@@:2]1([CH2:5][CH2:6][C:7]2[N:8]([CH3:12])[CH:9]=[CH:10][CH:11]=2)[CH2:3][O:4][C:14](=[O:15])[NH:1]1. The yield is 0.530. (10) The reactants are [CH3:1][N:2]([CH3:14])[CH2:3][CH2:4][S:5]([N:8]1[CH2:13][CH2:12][NH:11][CH2:10][CH2:9]1)(=[O:7])=[O:6].Cl[C:16]1[N:21]=[C:20]([N:22]2[CH2:27][CH2:26][O:25][CH2:24][CH2:23]2)[N:19]=[C:18]([N:28]2[C:32]3[CH:33]=[CH:34][CH:35]=[CH:36][C:31]=3[N:30]=[C:29]2[CH:37]([F:39])[F:38])[N:17]=1.CCN(CC)CC. The catalyst is C1COCC1.O. The product is [F:39][CH:37]([F:38])[C:29]1[N:28]([C:18]2[N:19]=[C:20]([N:22]3[CH2:23][CH2:24][O:25][CH2:26][CH2:27]3)[N:21]=[C:16]([N:11]3[CH2:12][CH2:13][N:8]([S:5]([CH2:4][CH2:3][N:2]([CH3:14])[CH3:1])(=[O:6])=[O:7])[CH2:9][CH2:10]3)[N:17]=2)[C:32]2[CH:33]=[CH:34][CH:35]=[CH:36][C:31]=2[N:30]=1. The yield is 0.430.